This data is from Full USPTO retrosynthesis dataset with 1.9M reactions from patents (1976-2016). The task is: Predict the reactants needed to synthesize the given product. (1) Given the product [C:1](=[O:2])([O-:4])[O-:3].[Cr+3:14].[C:7](=[O:8])([O-:10])[O-:9].[C:1](=[O:2])([O-:4])[O-:3].[Cr+3:14], predict the reactants needed to synthesize it. The reactants are: [C:1](=[O:4])([O-:3])[O-:2].[K+].[K+].[C:7](=[O:10])([O-:9])[O-:8].[Na+].[Na+].[Cl-].[Cr+3:14].[Cl-].[Cl-]. (2) The reactants are: [Cl:1][C:2]1[C:11]([O:12][CH3:13])=[C:10]([O:14][CH3:15])[CH:9]=[C:8]2[C:3]=1[CH:4]=[C:5]([NH:17][C:18]1[CH:22]=[C:21]([CH3:23])[NH:20][N:19]=1)[N:6]=[C:7]2O.O=P(Cl)(Cl)[Cl:26]. Given the product [Cl:26][C:7]1[C:8]2[C:3](=[C:2]([Cl:1])[C:11]([O:12][CH3:13])=[C:10]([O:14][CH3:15])[CH:9]=2)[CH:4]=[C:5]([NH:17][C:18]2[CH:22]=[C:21]([CH3:23])[NH:20][N:19]=2)[N:6]=1, predict the reactants needed to synthesize it. (3) Given the product [ClH:13].[C:4]([C:3]1[CH:9]=[C:10]([Cl:13])[CH:11]=[CH:12][C:2]=1[S:1][C@H:39]1[CH2:27][CH2:26][C@@H:25]2[C@H:30]([CH2:29][C@@H:28]([C:32]([OH:35])=[O:34])[NH:19][CH2:24]2)[CH2:31]1)([OH:6])=[O:5], predict the reactants needed to synthesize it. The reactants are: [SH:1][C:2]1[CH:12]=[CH:11][C:10]([Cl:13])=[CH:9][C:3]=1[C:4]([O:6]CC)=[O:5].[F-].C([N+:19]([CH2:28][CH2:29][CH2:30][CH3:31])([CH2:24][CH2:25][CH2:26][CH3:27])CCCC)CCC.[C:32]([O:35]CC)(=[O:34])C.O.[CH3:39]N(C)C=O. (4) Given the product [F:25][C:26]1[CH:31]=[C:30]([F:32])[CH:29]=[CH:28][C:27]=1[S:33]([NH:1][C:2]1[CH:3]=[C:4]([C:8]2[CH:13]=[CH:12][C:11]([C:14]3[CH:15]=[C:16]4[C:20](=[CH:21][CH:22]=3)[C:19](=[O:23])[N:18]([CH3:24])[CH2:17]4)=[CH:10][N:9]=2)[CH:5]=[N:6][CH:7]=1)(=[O:35])=[O:34], predict the reactants needed to synthesize it. The reactants are: [NH2:1][C:2]1[CH:3]=[C:4]([C:8]2[CH:13]=[CH:12][C:11]([C:14]3[CH:15]=[C:16]4[C:20](=[CH:21][CH:22]=3)[C:19](=[O:23])[N:18]([CH3:24])[CH2:17]4)=[CH:10][N:9]=2)[CH:5]=[N:6][CH:7]=1.[F:25][C:26]1[CH:31]=[C:30]([F:32])[CH:29]=[CH:28][C:27]=1[S:33](Cl)(=[O:35])=[O:34]. (5) Given the product [Cl:1][C:2]1[CH:3]=[C:4]([C:11]2[CH:16]=[CH:15][C:14]([F:17])=[CH:13][CH:12]=2)[CH:5]=[CH:6][C:7]=1[CH2:8][OH:9], predict the reactants needed to synthesize it. The reactants are: [Cl:1][C:2]1[CH:3]=[C:4]([C:11]2[CH:16]=[CH:15][C:14]([F:17])=[CH:13][CH:12]=2)[CH:5]=[CH:6][C:7]=1[C:8](O)=[O:9]. (6) The reactants are: [C:1]([O:5][C:6](=[O:16])[CH2:7][C:8]1[CH:13]=[C:12]([CH3:14])[C:11](=[O:15])[NH:10][N:9]=1)([CH3:4])([CH3:3])[CH3:2].CC(C)([O-])C.[K+].[F:23][C:24]1[C:40](F)=[CH:39][CH:38]=[C:37]([N+:42]([O-:44])=[O:43])[C:25]=1[O:26][C:27]1[CH:28]=[C:29]([C:35]#[N:36])[CH:30]=[C:31]([CH:34]=1)[C:32]#[N:33].O. Given the product [C:1]([O:5][C:6](=[O:16])[CH:7]([C:40]1[CH:39]=[CH:38][C:37]([N+:42]([O-:44])=[O:43])=[C:25]([O:26][C:27]2[CH:28]=[C:29]([C:35]#[N:36])[CH:30]=[C:31]([C:32]#[N:33])[CH:34]=2)[C:24]=1[F:23])[C:8]1[CH:13]=[C:12]([CH3:14])[C:11](=[O:15])[NH:10][N:9]=1)([CH3:4])([CH3:2])[CH3:3], predict the reactants needed to synthesize it.